Dataset: Forward reaction prediction with 1.9M reactions from USPTO patents (1976-2016). Task: Predict the product of the given reaction. (1) Given the reactants [CH3:1][S:2](Cl)(=[O:4])=[O:3].[NH2:6][C:7]1[N:12]=[CH:11][C:10]([C:13]2[CH:14]=[N:15][N:16]([CH2:18][CH2:19][CH2:20][OH:21])[CH:17]=2)=[CH:9][C:8]=1[C:22]1[O:23][C:24]2[CH:30]=[CH:29][CH:28]=[CH:27][C:25]=2[N:26]=1.C(N(CC)CC)C.ClCCl, predict the reaction product. The product is: [CH3:1][S:2]([O:21][CH2:20][CH2:19][CH2:18][N:16]1[CH:17]=[C:13]([C:10]2[CH:11]=[N:12][C:7]([NH2:6])=[C:8]([C:22]3[O:23][C:24]4[CH:30]=[CH:29][CH:28]=[CH:27][C:25]=4[N:26]=3)[CH:9]=2)[CH:14]=[N:15]1)(=[O:4])=[O:3]. (2) Given the reactants [OH:1][C:2]1[CH:7]=[CH:6][C:5]([C:8]2[N:9]=[C:10]3[C:15](=[N:16][C:17]=2[C:18]2[CH:23]=[CH:22][C:21]([OH:24])=[CH:20][CH:19]=2)[N:14]=[CH:13][N:12]=[C:11]3[NH2:25])=[CH:4][CH:3]=1.[C:26](Cl)(=[O:28])[CH3:27].[CH2:30]([O:32]CC)[CH3:31], predict the reaction product. The product is: [C:26]([O:24][C:21]1[CH:22]=[CH:23][C:18]([C:17]2[N:16]=[C:15]3[C:10]([C:11]([NH2:25])=[N:12][CH:13]=[N:14]3)=[N:9][C:8]=2[C:5]2[CH:6]=[CH:7][C:2]([O:1][C:30](=[O:32])[CH3:31])=[CH:3][CH:4]=2)=[CH:19][CH:20]=1)(=[O:28])[CH3:27]. (3) Given the reactants C([O:3][C:4](=[O:36])[C:5]1[CH:10]=[CH:9][C:8]([C:11]([C:20]2[N:21]([C:29]3[CH:34]=[CH:33][C:32]([Cl:35])=[CH:31][CH:30]=3)[N:22]=[C:23]3[C:28]=2[CH2:27][CH2:26][CH2:25][CH2:24]3)([CH:14]2[CH2:19][CH2:18][CH2:17][CH2:16][CH2:15]2)[O:12][CH3:13])=[CH:7][CH:6]=1)C.[OH-].[Li+], predict the reaction product. The product is: [Cl:35][C:32]1[CH:33]=[CH:34][C:29]([N:21]2[C:20]([C:11]([CH:14]3[CH2:19][CH2:18][CH2:17][CH2:16][CH2:15]3)([O:12][CH3:13])[C:8]3[CH:7]=[CH:6][C:5]([C:4]([OH:36])=[O:3])=[CH:10][CH:9]=3)=[C:28]3[C:23]([CH2:24][CH2:25][CH2:26][CH2:27]3)=[N:22]2)=[CH:30][CH:31]=1. (4) The product is: [I:43][C:11]1[CH:10]=[C:9]([N:12]2[CH2:17][CH2:16][S:15][CH2:14][CH2:13]2)[N:8]=[CH:7][C:6]=1[NH:5][C:3](=[O:4])[C:2]([CH3:19])([CH3:18])[CH3:1]. Given the reactants [CH3:1][C:2]([CH3:19])([CH3:18])[C:3]([NH:5][C:6]1[CH:7]=[N:8][C:9]([N:12]2[CH2:17][CH2:16][S:15][CH2:14][CH2:13]2)=[CH:10][CH:11]=1)=[O:4].CN(C)CCN(C)C.CC1(C)CCCC(C)(C)N1.C([Li])CCC.[I:43]I.O.O.O.O.O.S([O-])([O-])(=O)=S.[Na+].[Na+], predict the reaction product. (5) Given the reactants [CH:1]1([C:7]2[CH:12]=[CH:11][C:10]([NH2:13])=[CH:9][CH:8]=2)[CH2:6][CH2:5][CH2:4][CH2:3][CH2:2]1.C(OC([NH:21][CH2:22][CH2:23][CH2:24][CH2:25][C@@H:26]([NH:30]C(OCC1C2C=CC=CC=2C2C1=CC=CC=2)=O)[C:27](O)=[O:28])=O)(C)(C)C.[N:48]([CH:51]1[C:63]2[CH:62]=[CH:61][CH:60]=[CH:59][C:58]=2[C:57]2[C:52]1=[CH:53][CH:54]=[CH:55][CH:56]=2)=[C:49]=[O:50], predict the reaction product. The product is: [CH:1]1([C:7]2[CH:8]=[CH:9][C:10]([NH:13][C:27](=[O:28])[C@H:26]([NH:30][C:49]([NH:48][CH:51]3[C:63]4[CH:62]=[CH:61][CH:60]=[CH:59][C:58]=4[C:57]4[C:52]3=[CH:53][CH:54]=[CH:55][CH:56]=4)=[O:50])[CH2:25][CH2:24][CH2:23][CH2:22][NH2:21])=[CH:11][CH:12]=2)[CH2:2][CH2:3][CH2:4][CH2:5][CH2:6]1. (6) Given the reactants C([O:9][CH2:10][CH2:11][O:12][CH2:13][CH2:14][N:15]1[C:23]2[C:22](Cl)=[N:21][CH:20]=[N:19][C:18]=2[CH:17]=[CH:16]1)(=O)C1C=CC=CC=1.[C:25]([C:29]1[N:30]=[C:31]([C:34]2[CH:35]=[C:36]([CH:46]=[CH:47][CH:48]=2)[O:37][C:38]2[CH:44]=[CH:43][C:41]([NH2:42])=[CH:40][C:39]=2[Cl:45])[O:32][CH:33]=1)([CH3:28])([CH3:27])[CH3:26].C(O)(C)C.[OH-].[Na+], predict the reaction product. The product is: [C:25]([C:29]1[N:30]=[C:31]([C:34]2[CH:35]=[C:36]([CH:46]=[CH:47][CH:48]=2)[O:37][C:38]2[CH:44]=[CH:43][C:41]([NH:42][C:22]3[C:23]4[N:15]([CH2:14][CH2:13][O:12][CH2:11][CH2:10][OH:9])[CH:16]=[CH:17][C:18]=4[N:19]=[CH:20][N:21]=3)=[CH:40][C:39]=2[Cl:45])[O:32][CH:33]=1)([CH3:28])([CH3:26])[CH3:27]. (7) Given the reactants FC(F)(F)S(O[C:7]1[C:16]2[C:11](=[CH:12][CH:13]=[CH:14][CH:15]=2)[C:10]([C:17]2[C:18]3[C:23]([CH:24]=[C:25]4[C:30]=2[CH:29]=[CH:28][CH:27]=[CH:26]4)=[CH:22][CH:21]=[CH:20][CH:19]=3)=[CH:9][CH:8]=1)(=O)=O.[C:33]1(B(O)O)[CH:38]=[CH:37][CH:36]=[CH:35][CH:34]=1.P([O-])([O-])([O-])=O.[K+].[K+].[K+].C1(C(=CC(=CC=1)C)C)C, predict the reaction product. The product is: [C:33]1([C:7]2[C:16]3[C:11](=[CH:12][CH:13]=[CH:14][CH:15]=3)[C:10]([C:17]3[C:30]4[C:25]([CH:24]=[C:23]5[C:18]=3[CH:19]=[CH:20][CH:21]=[CH:22]5)=[CH:26][CH:27]=[CH:28][CH:29]=4)=[CH:9][CH:8]=2)[CH:38]=[CH:37][CH:36]=[CH:35][CH:34]=1. (8) Given the reactants [CH2:1]([CH:19]([CH2:21][CH2:22][CH2:23][CH2:24][CH2:25][CH2:26][CH2:27][CH2:28]/[CH:29]=[CH:30]\[CH2:31]/[CH:32]=[CH:33]\[CH2:34][CH2:35][CH2:36][CH2:37][CH3:38])[OH:20])[CH2:2][CH2:3][CH2:4][CH2:5][CH2:6][CH2:7][CH2:8]/[CH:9]=[CH:10]\[CH2:11]/[CH:12]=[CH:13]\[CH2:14][CH2:15][CH2:16][CH2:17][CH3:18].[N:39]1([CH2:44][C:45](O)=[O:46])[CH:43]=[CH:42][N:41]=[CH:40]1.CCN=C=NCCCN(C)C.Cl, predict the reaction product. The product is: [N:39]1([CH2:44][C:45]([O:20][CH:19]([CH2:21][CH2:22][CH2:23][CH2:24][CH2:25][CH2:26][CH2:27][CH2:28]/[CH:29]=[CH:30]\[CH2:31]/[CH:32]=[CH:33]\[CH2:34][CH2:35][CH2:36][CH2:37][CH3:38])[CH2:1][CH2:2][CH2:3][CH2:4][CH2:5][CH2:6][CH2:7][CH2:8]/[CH:9]=[CH:10]\[CH2:11]/[CH:12]=[CH:13]\[CH2:14][CH2:15][CH2:16][CH2:17][CH3:18])=[O:46])[CH:43]=[CH:42][N:41]=[CH:40]1. (9) Given the reactants [F:1][C:2]1[CH:3]=[C:4]([OH:11])[CH:5]=[C:6]([F:10])[C:7]=1[CH2:8][OH:9].[CH2:12](Br)[CH2:13][CH3:14], predict the reaction product. The product is: [F:1][C:2]1[CH:3]=[C:4]([O:11][CH2:12][CH2:13][CH3:14])[CH:5]=[C:6]([F:10])[C:7]=1[CH2:8][OH:9].